From a dataset of Merck oncology drug combination screen with 23,052 pairs across 39 cell lines. Regression. Given two drug SMILES strings and cell line genomic features, predict the synergy score measuring deviation from expected non-interaction effect. (1) Drug 1: O=C(O)C1(Cc2cccc(Nc3nccs3)n2)CCC(Oc2cccc(Cl)c2F)CC1. Drug 2: Cc1nc(Nc2ncc(C(=O)Nc3c(C)cccc3Cl)s2)cc(N2CCN(CCO)CC2)n1. Cell line: OVCAR3. Synergy scores: synergy=55.9. (2) Drug 1: CC(=O)OC1C(=O)C2(C)C(O)CC3OCC3(OC(C)=O)C2C(OC(=O)c2ccccc2)C2(O)CC(OC(=O)C(O)C(NC(=O)c3ccccc3)c3ccccc3)C(C)=C1C2(C)C. Drug 2: C#Cc1cccc(Nc2ncnc3cc(OCCOC)c(OCCOC)cc23)c1. Cell line: NCIH1650. Synergy scores: synergy=6.73. (3) Drug 1: CC1CC2C3CCC4=CC(=O)C=CC4(C)C3(F)C(O)CC2(C)C1(O)C(=O)CO. Drug 2: Cn1nnc2c(C(N)=O)ncn2c1=O. Cell line: SKMES1. Synergy scores: synergy=-3.53. (4) Drug 1: N#Cc1ccc(Cn2cncc2CN2CCN(c3cccc(Cl)c3)C(=O)C2)cc1. Drug 2: CC1(c2nc3c(C(N)=O)cccc3[nH]2)CCCN1. Cell line: KPL1. Synergy scores: synergy=-0.627. (5) Drug 1: CC(=O)OC1C(=O)C2(C)C(O)CC3OCC3(OC(C)=O)C2C(OC(=O)c2ccccc2)C2(O)CC(OC(=O)C(O)C(NC(=O)c3ccccc3)c3ccccc3)C(C)=C1C2(C)C. Drug 2: O=C(O)C1(Cc2cccc(Nc3nccs3)n2)CCC(Oc2cccc(Cl)c2F)CC1. Cell line: SKOV3. Synergy scores: synergy=26.1. (6) Cell line: SW620. Drug 1: O=S1(=O)NC2(CN1CC(F)(F)F)C1CCC2Cc2cc(C=CCN3CCC(C(F)(F)F)CC3)ccc2C1. Drug 2: CCC1(O)CC2CN(CCc3c([nH]c4ccccc34)C(C(=O)OC)(c3cc4c(cc3OC)N(C)C3C(O)(C(=O)OC)C(OC(C)=O)C5(CC)C=CCN6CCC43C65)C2)C1. Synergy scores: synergy=50.0. (7) Drug 1: NC(=O)c1cccc2cn(-c3ccc(C4CCCNC4)cc3)nc12. Drug 2: COC1=C2CC(C)CC(OC)C(O)C(C)C=C(C)C(OC(N)=O)C(OC)C=CC=C(C)C(=O)NC(=CC1=O)C2=O. Cell line: OCUBM. Synergy scores: synergy=24.5. (8) Synergy scores: synergy=8.63. Cell line: LOVO. Drug 1: CC(=O)OC1C(=O)C2(C)C(O)CC3OCC3(OC(C)=O)C2C(OC(=O)c2ccccc2)C2(O)CC(OC(=O)C(O)C(NC(=O)c3ccccc3)c3ccccc3)C(C)=C1C2(C)C. Drug 2: O=C(NOCC(O)CO)c1ccc(F)c(F)c1Nc1ccc(I)cc1F. (9) Drug 1: COC12C(COC(N)=O)C3=C(C(=O)C(C)=C(N)C3=O)N1CC1NC12. Drug 2: Cn1cc(-c2cnn3c(N)c(Br)c(C4CCCNC4)nc23)cn1. Cell line: NCIH1650. Synergy scores: synergy=50.2.